From a dataset of NCI-60 drug combinations with 297,098 pairs across 59 cell lines. Regression. Given two drug SMILES strings and cell line genomic features, predict the synergy score measuring deviation from expected non-interaction effect. (1) Synergy scores: CSS=54.7, Synergy_ZIP=2.73, Synergy_Bliss=5.69, Synergy_Loewe=-33.4, Synergy_HSA=3.25. Drug 1: COCCOC1=C(C=C2C(=C1)C(=NC=N2)NC3=CC=CC(=C3)C#C)OCCOC.Cl. Drug 2: B(C(CC(C)C)NC(=O)C(CC1=CC=CC=C1)NC(=O)C2=NC=CN=C2)(O)O. Cell line: SW-620. (2) Drug 1: CC(C1=C(C=CC(=C1Cl)F)Cl)OC2=C(N=CC(=C2)C3=CN(N=C3)C4CCNCC4)N. Synergy scores: CSS=15.2, Synergy_ZIP=-1.30, Synergy_Bliss=5.37, Synergy_Loewe=2.77, Synergy_HSA=5.36. Drug 2: C1=NC(=NC(=O)N1C2C(C(C(O2)CO)O)O)N. Cell line: NCIH23. (3) Drug 1: C1CN1C2=NC(=NC(=N2)N3CC3)N4CC4. Drug 2: CC1CCCC2(C(O2)CC(NC(=O)CC(C(C(=O)C(C1O)C)(C)C)O)C(=CC3=CSC(=N3)C)C)C. Cell line: BT-549. Synergy scores: CSS=42.4, Synergy_ZIP=-7.02, Synergy_Bliss=-10.3, Synergy_Loewe=-14.4, Synergy_HSA=-4.53. (4) Drug 1: CS(=O)(=O)C1=CC(=C(C=C1)C(=O)NC2=CC(=C(C=C2)Cl)C3=CC=CC=N3)Cl. Drug 2: CC1=C(C(=CC=C1)Cl)NC(=O)C2=CN=C(S2)NC3=CC(=NC(=N3)C)N4CCN(CC4)CCO. Cell line: SNB-19. Synergy scores: CSS=16.5, Synergy_ZIP=3.06, Synergy_Bliss=6.16, Synergy_Loewe=2.17, Synergy_HSA=5.49.